This data is from Catalyst prediction with 721,799 reactions and 888 catalyst types from USPTO. The task is: Predict which catalyst facilitates the given reaction. (1) Reactant: [NH2:1][CH2:2][CH2:3][CH2:4][OH:5].[CH:6](=O)[C:7]1[CH:12]=[CH:11][CH:10]=[CH:9][CH:8]=1.[BH4-].[Na+]. Product: [CH2:6]([NH:1][CH2:2][CH2:3][CH2:4][OH:5])[C:7]1[CH:12]=[CH:11][CH:10]=[CH:9][CH:8]=1. The catalyst class is: 5. (2) Reactant: [S:1]1[CH:5]=[CH:4][CH:3]=[C:2]1[C:6]1[NH:7][C:8](=[O:20])[C:9]2[C:13]=1[C:12](=O)[NH:11][C:10]=2[C:15]1[S:16][CH:17]=[CH:18][CH:19]=1.[C:21]([O-:24])([O-])=O.[Cs+].[Cs+].Br[CH2:28][CH2:29][CH2:30][CH2:31][CH2:32][CH2:33][CH2:34][CH2:35][CH2:36][CH2:37][CH2:38][CH2:39][CH2:40][CH3:41]. Product: [CH2:12]([N:11]1[C:10]([C:15]2[S:16][CH:17]=[CH:18][CH:19]=2)=[C:9]2[C:13](=[C:6]([C:2]3[S:1][CH:5]=[CH:4][CH:3]=3)[N:7]([CH2:28][CH2:29][CH2:30][CH2:31][CH2:32][CH2:33][CH2:34][CH2:35][CH2:36][CH2:37][CH2:38][CH2:39][CH2:40][CH3:41])[C:8]2=[O:20])[C:21]1=[O:24])[CH2:40][CH2:39][CH2:38][CH2:37][CH2:36][CH2:35][CH2:34][CH2:33][CH2:32][CH2:31][CH2:30][CH2:29][CH3:28]. The catalyst class is: 3. (3) Reactant: [Cl:1][C:2]1[CH:3]=[C:4]([CH:7]=[CH:8][CH:9]=1)[CH2:5]Cl.[C:10]([O:14][C:15](=[O:33])[CH2:16][NH:17][S:18]([C:21]1[CH:30]=[C:29]2[C:24]([C:25]([Cl:32])=[CH:26][N:27]=[C:28]2[Cl:31])=[CH:23][CH:22]=1)(=[O:20])=[O:19])([CH3:13])([CH3:12])[CH3:11].C([O-])([O-])=O.[K+].[K+]. Product: [C:10]([O:14][C:15](=[O:33])[CH2:16][N:17]([S:18]([C:21]1[CH:30]=[C:29]2[C:24]([C:25]([Cl:32])=[CH:26][N:27]=[C:28]2[Cl:31])=[CH:23][CH:22]=1)(=[O:20])=[O:19])[CH2:5][C:4]1[CH:7]=[CH:8][CH:9]=[C:2]([Cl:1])[CH:3]=1)([CH3:13])([CH3:11])[CH3:12]. The catalyst class is: 18. (4) Reactant: [CH:1]1([CH2:6][CH:7]([C:11]2[CH:16]=[CH:15][C:14]([F:17])=[C:13]([C:18]([F:21])([F:20])[F:19])[CH:12]=2)[C:8]([OH:10])=O)[CH2:5][CH2:4][CH2:3][CH2:2]1.C(Cl)(=O)C(Cl)=O.[CH2:28]([O:30][C:31](=[O:39])[CH2:32][C:33]1[N:34]=[C:35]([NH2:38])[S:36][CH:37]=1)[CH3:29].C(N(CC)C(C)C)(C)C. Product: [CH2:28]([O:30][C:31](=[O:39])[CH2:32][C:33]1[N:34]=[C:35]([NH:38][C:8](=[O:10])[CH:7]([C:11]2[CH:16]=[CH:15][C:14]([F:17])=[C:13]([C:18]([F:21])([F:19])[F:20])[CH:12]=2)[CH2:6][CH:1]2[CH2:5][CH2:4][CH2:3][CH2:2]2)[S:36][CH:37]=1)[CH3:29]. The catalyst class is: 832. (5) Reactant: [Br:1][C:2]1[C:3]([O:19][CH2:20][C:21]2[CH:26]=[CH:25][CH:24]=[CH:23][CH:22]=2)=[CH:4][C:5]([O:11][CH2:12][C:13]2[CH:18]=[CH:17][CH:16]=[CH:15][CH:14]=2)=[C:6]([CH:10]=1)[C:7](O)=[O:8].S(Cl)([Cl:29])=O. Product: [Br:1][C:2]1[C:3]([O:19][CH2:20][C:21]2[CH:26]=[CH:25][CH:24]=[CH:23][CH:22]=2)=[CH:4][C:5]([O:11][CH2:12][C:13]2[CH:18]=[CH:17][CH:16]=[CH:15][CH:14]=2)=[C:6]([CH:10]=1)[C:7]([Cl:29])=[O:8]. The catalyst class is: 3. (6) Reactant: [CH3:1][O:2][C:3]([C:5]1[C:6]([OH:30])=[C:7]2[C:12](=[C:13](Br)[N:14]=1)[N:11]([CH2:16][C:17]1[CH:22]=[CH:21][CH:20]=[CH:19][CH:18]=1)[C:10](=[O:23])[C:9]([C:24]1[CH:29]=[CH:28][CH:27]=[CH:26][CH:25]=1)=[CH:8]2)=[O:4].[CH3:31][O:32][C:33]1[CH:38]=[CH:37][C:36]([Sn](CCCC)(CCCC)CCCC)=[CH:35][N:34]=1.CCOC(C)=O.Cl. Product: [CH3:1][O:2][C:3]([C:5]1[C:6]([OH:30])=[C:7]2[C:12](=[C:13]([C:36]3[CH:35]=[N:34][C:33]([O:32][CH3:31])=[CH:38][CH:37]=3)[N:14]=1)[N:11]([CH2:16][C:17]1[CH:22]=[CH:21][CH:20]=[CH:19][CH:18]=1)[C:10](=[O:23])[C:9]([C:24]1[CH:29]=[CH:28][CH:27]=[CH:26][CH:25]=1)=[CH:8]2)=[O:4]. The catalyst class is: 510.